From a dataset of Reaction yield outcomes from USPTO patents with 853,638 reactions. Predict the reaction yield, written as a fraction of the theoretical maximum amount of product (1.0 means a 100% yield; for example, 0.34 means a 34% yield). (1) The reactants are Cl.[Cl:2][C:3]1[CH:19]=[CH:18][CH:17]=[C:16]([F:20])[C:4]=1[CH2:5][N:6]1[CH2:11][CH2:10][N:9]([CH2:12][C:13]([OH:15])=O)[CH2:8][CH2:7]1.[NH2:21][C@@H:22]([CH2:40][O:41][CH2:42][C:43]1[CH:48]=[CH:47][CH:46]=[CH:45][CH:44]=1)[C:23]([NH:25][C:26]1[CH:31]=[CH:30][C:29]([O:32][C:33]2[CH:38]=[CH:37][C:36]([F:39])=[CH:35][CH:34]=2)=[CH:28][CH:27]=1)=[O:24]. No catalyst specified. The product is [CH2:42]([O:41][CH2:40][C@H:22]([NH:21][C:13](=[O:15])[CH2:12][N:9]1[CH2:8][CH2:7][N:6]([CH2:5][C:4]2[C:16]([F:20])=[CH:17][CH:18]=[CH:19][C:3]=2[Cl:2])[CH2:11][CH2:10]1)[C:23]([NH:25][C:26]1[CH:31]=[CH:30][C:29]([O:32][C:33]2[CH:38]=[CH:37][C:36]([F:39])=[CH:35][CH:34]=2)=[CH:28][CH:27]=1)=[O:24])[C:43]1[CH:48]=[CH:47][CH:46]=[CH:45][CH:44]=1. The yield is 0.401. (2) The reactants are [Br:1][C:2]1[CH:3]=[N:4][C:5]2[N:6]([N:8]=[C:9]([C:11]([OH:13])=O)[CH:10]=2)[CH:7]=1.[CH3:14][C:15]1[O:23][C:22]2[CH2:21][CH2:20][NH:19][CH:18]([CH3:24])[C:17]=2[CH:16]=1. No catalyst specified. The product is [Br:1][C:2]1[CH:3]=[N:4][C:5]2[N:6]([N:8]=[C:9]([C:11]([N:19]3[CH2:20][CH2:21][C:22]4[O:23][C:15]([CH3:14])=[CH:16][C:17]=4[CH:18]3[CH3:24])=[O:13])[CH:10]=2)[CH:7]=1. The yield is 0.120.